This data is from Full USPTO retrosynthesis dataset with 1.9M reactions from patents (1976-2016). The task is: Predict the reactants needed to synthesize the given product. (1) Given the product [Na+:84].[Na+:84].[OH:42][C:32]1[CH:33]=[C:34]([S:38]([OH:41])(=[O:40])=[O:39])[CH:35]=[C:36]2[C:31]=1[CH:30]=[CH:29][C:28]([NH:27][C:25]([NH:24][C:14]1[CH:15]=[C:16]3[C:11](=[CH:12][CH:13]=1)[C:10]([O:9][CH2:8][C:6]([O-:7])=[O:5])=[CH:19][C:18]([S:20]([OH:23])(=[O:22])=[O:21])=[CH:17]3)=[O:26])=[CH:37]2.[OH:82][C:72]1[CH:73]=[C:74]([S:78]([OH:81])(=[O:80])=[O:79])[CH:75]=[C:76]2[C:71]=1[CH:70]=[CH:69][C:68]([NH:67][C:65]([NH:64][C:54]1[CH:55]=[C:56]3[C:51](=[CH:52][CH:53]=1)[C:50]([O:49][CH2:48][C:46]([O-:47])=[O:45])=[CH:59][C:58]([S:60]([OH:63])(=[O:62])=[O:61])=[CH:57]3)=[O:66])=[CH:77]2, predict the reactants needed to synthesize it. The reactants are: [NH4+].[NH4+].C([O:5][C:6]([CH2:8][O:9][C:10]1[CH:19]=[C:18]([S:20]([OH:23])(=[O:22])=[O:21])[CH:17]=[C:16]2[C:11]=1[CH:12]=[CH:13][C:14]([NH:24][C:25]([NH:27][C:28]1[CH:37]=[C:36]3[C:31]([C:32]([OH:42])=[CH:33][C:34]([S:38]([O-:41])(=[O:40])=[O:39])=[CH:35]3)=[CH:30][CH:29]=1)=[O:26])=[CH:15]2)=[O:7])C.C([O:45][C:46]([CH2:48][O:49][C:50]1[CH:59]=[C:58]([S:60]([OH:63])(=[O:62])=[O:61])[CH:57]=[C:56]2[C:51]=1[CH:52]=[CH:53][C:54]([NH:64][C:65]([NH:67][C:68]1[CH:77]=[C:76]3[C:71]([C:72]([OH:82])=[CH:73][C:74]([S:78]([O-:81])(=[O:80])=[O:79])=[CH:75]3)=[CH:70][CH:69]=1)=[O:66])=[CH:55]2)=[O:47])C.[OH-].[Na+:84].Cl. (2) Given the product [Br:1][C:2]1[CH:7]=[C:6]([NH:12][C@H:13]([CH2:14][CH:15]([CH3:17])[CH3:16])[C:18]([NH2:20])=[O:19])[CH:5]=[N:4][C:3]=1[C:9]#[N:10], predict the reactants needed to synthesize it. The reactants are: [Br:1][C:2]1[C:3]([C:9]#[N:10])=[N:4][CH:5]=[C:6](F)[CH:7]=1.Cl.[NH2:12][C@@H:13]([C:18]([NH2:20])=[O:19])[CH2:14][CH:15]([CH3:17])[CH3:16].CCN(C(C)C)C(C)C.O. (3) The reactants are: [NH2:1][C:2]1[CH:3]=[C:4]([CH:11]=[CH:12][C:13]=1[CH3:14])[C:5]([NH:7][CH:8]1[CH2:10][CH2:9]1)=[O:6].C(=O)([O-])[O-].[K+].[K+].[CH2:21](Br)[CH:22]=[CH2:23]. Given the product [CH2:23]([NH:1][C:2]1[CH:3]=[C:4]([CH:11]=[CH:12][C:13]=1[CH3:14])[C:5]([NH:7][CH:8]1[CH2:9][CH2:10]1)=[O:6])[CH:22]=[CH2:21], predict the reactants needed to synthesize it. (4) Given the product [Si:56]([O:63][CH2:64][C@@H:65]([C:67]1[CH:72]=[CH:71][N:70]=[CH:69][CH:68]=1)[OH:3])([C:59]([CH3:62])([CH3:61])[CH3:60])([CH3:58])[CH3:57], predict the reactants needed to synthesize it. The reactants are: C([O:3]C(C1C2C[C@H]3C[C@H]3C=2N(C2C=CC(F)=CC=2F)N=1)=O)C.CN(C(ON1N=NC2C=CC=NC1=2)=[N+](C)C)C.F[P-](F)(F)(F)(F)F.CCN(C(C)C)C(C)C.[Si:56]([O:63][CH2:64][C@H:65]([C:67]1[CH:72]=[CH:71][N:70]=[CH:69][CH:68]=1)N)([C:59]([CH3:62])([CH3:61])[CH3:60])([CH3:58])[CH3:57].CCCC[N+](CCCC)(CCCC)CCCC.[F-].C1COCC1. (5) Given the product [CH2:1]([N:3]([C:22]1[CH:23]=[CH:24][C:25]([C:28]([O:30][CH3:31])=[O:29])=[CH:26][CH:27]=1)[S:4]([C:7]1[CH:8]=[C:9]([CH:19]=[CH:20][CH:21]=1)[C:10]([OH:12])=[O:11])(=[O:6])=[O:5])[CH3:2], predict the reactants needed to synthesize it. The reactants are: [CH2:1]([N:3]([C:22]1[CH:27]=[CH:26][C:25]([C:28]([O:30][CH3:31])=[O:29])=[CH:24][CH:23]=1)[S:4]([C:7]1[CH:8]=[C:9]([CH:19]=[CH:20][CH:21]=1)[C:10]([O:12]CC[Si](C)(C)C)=[O:11])(=[O:6])=[O:5])[CH3:2].CCCC[N+](CCCC)(CCCC)CCCC.[F-].Cl. (6) Given the product [CH2:15]([O:17][C:18](=[O:24])[CH:19]([N:6]1[C:2](=[O:12])[C:3]2[C:4](=[CH:8][CH:9]=[CH:10][CH:11]=2)[C:5]1=[O:7])[O:20][CH2:21][CH3:22])[CH3:16], predict the reactants needed to synthesize it. The reactants are: [K].[C:2]1(=[O:12])[NH:6][C:5](=[O:7])[C:4]2=[CH:8][CH:9]=[CH:10][CH:11]=[C:3]12.Cl.Cl.[CH2:15]([O:17][C:18](=[O:24])[CH:19](Cl)[O:20][CH2:21][CH3:22])[CH3:16]. (7) Given the product [C:10]([O:14][C:15]([CH:17]1[CH2:22][CH2:21][N:20]([C:23]2[C:33]([F:34])=[CH:32][C:26]([C:27]([O:29][CH2:30][CH3:31])=[O:28])=[C:25]([CH2:3][N:4]3[CH2:8][CH2:7][CH2:6][C:5]3=[O:9])[N:24]=2)[CH2:19][CH2:18]1)=[O:16])([CH3:11])([CH3:12])[CH3:13], predict the reactants needed to synthesize it. The reactants are: Cl[Zn][CH2:3][N:4]1[CH2:8][CH2:7][CH2:6][C:5]1=[O:9].[C:10]([O:14][C:15]([CH:17]1[CH2:22][CH2:21][N:20]([C:23]2[C:33]([F:34])=[CH:32][C:26]([C:27]([O:29][CH2:30][CH3:31])=[O:28])=[C:25](Cl)[N:24]=2)[CH2:19][CH2:18]1)=[O:16])([CH3:13])([CH3:12])[CH3:11].CN1CCCC1. (8) Given the product [C:1]1([C:7]([C:9]2[N:10]=[C:11]3[CH:16]=[CH:15][C:14]([C:17]4[CH:21]=[CH:20][NH:19][CH:18]=4)=[CH:13][N:12]3[CH:32]=2)=[O:8])[CH:2]=[CH:3][CH:4]=[CH:5][CH:6]=1, predict the reactants needed to synthesize it. The reactants are: [C:1]1([C:7]([C:9]2[N:10]=[C:11]3[CH:16]=[CH:15][C:14]([C:17]4[CH:21]=[CH:20][N:19]([Si](C(C)C)(C(C)C)C(C)C)[CH:18]=4)=[CH:13][N:12]3[CH:32]=2)=[O:8])[CH:6]=[CH:5][CH:4]=[CH:3][CH:2]=1.[F-].C([N+](CCCC)(CCCC)CCCC)CCC. (9) Given the product [I-:25].[Br:1][C:2]1[CH:3]=[C:4]([C:8]([CH:20]2[CH2:21][CH2:22][CH2:23][CH2:24]2)([CH3:19])[C:9]([O:11][CH:12]2[CH2:17][CH2:16][N+:15]([CH3:26])([CH3:18])[CH2:14][CH2:13]2)=[O:10])[CH:5]=[CH:6][CH:7]=1, predict the reactants needed to synthesize it. The reactants are: [Br:1][C:2]1[CH:3]=[C:4]([C:8]([CH:20]2[CH2:24][CH2:23][CH2:22][CH2:21]2)([CH3:19])[C:9]([O:11][CH:12]2[CH2:17][CH2:16][N:15]([CH3:18])[CH2:14][CH2:13]2)=[O:10])[CH:5]=[CH:6][CH:7]=1.[I:25][CH3:26]. (10) Given the product [NH2:25][C:22]1[N:21]=[CH:20][C:19]([C:18]#[C:17][C:16]2[C:11]([N:8]3[CH2:9][CH2:10][CH:5]([CH2:4][C:3]([OH:27])=[O:2])[CH2:6][CH2:7]3)=[N:12][CH:13]=[N:14][C:15]=2[CH3:26])=[CH:24][CH:23]=1, predict the reactants needed to synthesize it. The reactants are: C[O:2][C:3](=[O:27])[CH2:4][CH:5]1[CH2:10][CH2:9][N:8]([C:11]2[C:16]([C:17]#[C:18][C:19]3[CH:20]=[N:21][C:22]([NH2:25])=[CH:23][CH:24]=3)=[C:15]([CH3:26])[N:14]=[CH:13][N:12]=2)[CH2:7][CH2:6]1.[Li+].[OH-].